Dataset: Reaction yield outcomes from USPTO patents with 853,638 reactions. Task: Predict the reaction yield, written as a fraction of the theoretical maximum amount of product (1.0 means a 100% yield; for example, 0.34 means a 34% yield). (1) The reactants are Cl[C:2]1[N:10]=[CH:9][N:8]=[C:7]2[C:3]=1[NH:4][CH:5]=[N:6]2.P(C1C=CC([N:19](CCC)CCC)=CC=1)(O)(O)=O.P([O-])([O-])([O-])=O.[K+].[K+].[K+]. The catalyst is C(#N)C.C1C=CC(/C=C/C(/C=C/C2C=CC=CC=2)=O)=CC=1.C1C=CC(/C=C/C(/C=C/C2C=CC=CC=2)=O)=CC=1.C1C=CC(/C=C/C(/C=C/C2C=CC=CC=2)=O)=CC=1.[Pd].[Pd]. The product is [NH2:19][C:2]1[N:10]=[CH:9][N:8]=[C:7]2[C:3]=1[NH:4][CH:5]=[N:6]2. The yield is 0.700. (2) The reactants are [Cl:1][C:2]1[CH:7]=[CH:6][N:5]=[CH:4][CH:3]=1.[Li+].CC([N-]C(C)C)C.C1COCC1.CCCCCCC.C(C1C=CC=CC=1)C.[O:36]1[CH2:39][C:38](=[O:40])[CH2:37]1. The catalyst is C1COCC1.C1(C)C=CC=CC=1. The product is [Cl:1][C:2]1[CH:7]=[CH:6][N:5]=[CH:4][C:3]=1[C:38]1([OH:40])[CH2:39][O:36][CH2:37]1. The yield is 0.460. (3) The reactants are [C:1]1([CH2:7][C:8]2([CH2:25][C:26]3[CH:31]=[CH:30][CH:29]=[CH:28][CH:27]=3)[CH:12]3[CH2:13][N:14](C(OC(C)(C)C)=O)[CH2:15][CH2:16][N:11]3[C:10](=[O:24])[O:9]2)[CH:6]=[CH:5][CH:4]=[CH:3][CH:2]=1.FC(F)(F)C(O)=O. The catalyst is ClCCl. The product is [C:26]1([CH2:25][C:8]2([CH2:7][C:1]3[CH:6]=[CH:5][CH:4]=[CH:3][CH:2]=3)[CH:12]3[CH2:13][NH:14][CH2:15][CH2:16][N:11]3[C:10](=[O:24])[O:9]2)[CH:27]=[CH:28][CH:29]=[CH:30][CH:31]=1. The yield is 0.850. (4) The reactants are [S:1]1[C:5]2[CH:6]=[C:7]([N:10]([CH2:21][C:22](=O)[CH2:23][CH3:24])[C:11]([NH:13][C:14]3[CH:15]=[N:16][CH:17]=[CH:18][C:19]=3[CH3:20])=[O:12])[CH:8]=[CH:9][C:4]=2[N:3]=[CH:2]1.CO. The catalyst is C1(C)C=CC=CC=1.C(Cl)(Cl)Cl. The product is [S:1]1[C:5]2[CH:6]=[C:7]([N:10]3[CH:21]=[C:22]([CH2:23][CH3:24])[N:13]([C:14]4[CH:15]=[N:16][CH:17]=[CH:18][C:19]=4[CH3:20])[C:11]3=[O:12])[CH:8]=[CH:9][C:4]=2[N:3]=[CH:2]1. The yield is 0.286. (5) The reactants are [NH:1]([C:8]1[N:9]([C:21]2[CH:26]=[CH:25][CH:24]=[CH:23][CH:22]=2)[C:10]2[C:15]([C:16](=[O:18])[CH:17]=1)=[C:14](Cl)[N:13]=[C:12]([CH3:20])[CH:11]=2)[C:2]1[CH:7]=[CH:6][CH:5]=[CH:4][CH:3]=1.[SH:27][CH2:28][C:29]([O:31][CH2:32][CH3:33])=[O:30]. The catalyst is CCO. The product is [CH2:32]([O:31][C:29](=[O:30])[CH2:28][S:27][C:14]1[N:13]=[C:12]([CH3:20])[CH:11]=[C:10]2[C:15]=1[C:16](=[O:18])[CH:17]=[C:8]([NH:9][C:21]1[CH:26]=[CH:25][CH:24]=[CH:23][CH:22]=1)[N:1]2[C:2]1[CH:3]=[CH:4][CH:5]=[CH:6][CH:7]=1)[CH3:33]. The yield is 0.490. (6) The reactants are [CH:1]1([NH:7][C:8]2[S:9][CH:10]([CH2:14][C:15](O)=O)[C:11](=[O:13])[N:12]=2)[CH2:6][CH2:5][CH2:4][CH2:3][CH2:2]1.[C:18]1([NH2:25])[CH:23]=[CH:22][CH:21]=[CH:20][C:19]=1[NH2:24].Cl.CN(C)CCCN=C=NCC. The catalyst is C(Cl)Cl.CN(C=O)C.CC(O)=O. The product is [NH:24]1[C:19]2[CH:20]=[CH:21][CH:22]=[CH:23][C:18]=2[N:25]=[C:15]1[CH2:14][CH:10]1[S:9][C:8]([NH:7][CH:1]2[CH2:6][CH2:5][CH2:4][CH2:3][CH2:2]2)=[N:12][C:11]1=[O:13]. The yield is 0.460.